Dataset: Catalyst prediction with 721,799 reactions and 888 catalyst types from USPTO. Task: Predict which catalyst facilitates the given reaction. (1) Reactant: Cl[CH2:2][CH2:3][O:4][C:5]1[CH:10]=[CH:9][C:8]([O:11][CH3:12])=[C:7]([N+:13]([O-:15])=[O:14])[CH:6]=1.[CH2:16]([NH:18][CH2:19][CH3:20])[CH3:17]. Product: [CH2:16]([N:18]([CH2:2][CH2:3][O:4][C:5]1[CH:10]=[CH:9][C:8]([O:11][CH3:12])=[C:7]([N+:13]([O-:15])=[O:14])[CH:6]=1)[CH2:19][CH3:20])[CH3:17]. The catalyst class is: 245. (2) Reactant: [OH:1][C:2]1[CH:3]=[C:4]([CH2:8][C:9]([O:11][CH3:12])=[O:10])[CH:5]=[CH:6][CH:7]=1.[Br:13][CH2:14][CH2:15][CH2:16]O.C1(P(C2C=CC=CC=2)C2C=CC=CC=2)C=CC=CC=1.CC(OC(/N=N/C(OC(C)C)=O)=O)C. Product: [Br:13][CH2:14][CH2:15][CH2:16][O:1][C:2]1[CH:3]=[C:4]([CH2:8][C:9]([O:11][CH3:12])=[O:10])[CH:5]=[CH:6][CH:7]=1. The catalyst class is: 345. (3) Reactant: [C:1]([O:5][C:6]([N:8]1[CH2:13][C@@H:12]([C:14](=[O:37])[NH:15][CH2:16][C:17]2([CH2:31][CH2:32][CH2:33][CH2:34][O:35][CH3:36])[C:30]3[CH:29]=[CH:28][CH:27]=[CH:26][C:25]=3[O:24][C:23]3[C:18]2=[CH:19][CH:20]=[CH:21][CH:22]=3)[CH2:11][C@@H:10]([C:38]([OH:40])=O)[CH2:9]1)=[O:7])([CH3:4])([CH3:3])[CH3:2].[CH2:41]([NH:43][CH2:44][C:45]1[CH:50]=[CH:49][CH:48]=[C:47]([O:51][CH3:52])[N:46]=1)[CH3:42]. Product: [C:1]([O:5][C:6]([N:8]1[CH2:13][C@@H:12]([C:14](=[O:37])[NH:15][CH2:16][C:17]2([CH2:31][CH2:32][CH2:33][CH2:34][O:35][CH3:36])[C:30]3[CH:29]=[CH:28][CH:27]=[CH:26][C:25]=3[O:24][C:23]3[C:18]2=[CH:19][CH:20]=[CH:21][CH:22]=3)[CH2:11][C@@H:10]([C:38](=[O:40])[N:43]([CH2:41][CH3:42])[CH2:44][C:45]2[CH:50]=[CH:49][CH:48]=[C:47]([O:51][CH3:52])[N:46]=2)[CH2:9]1)=[O:7])([CH3:4])([CH3:3])[CH3:2]. The catalyst class is: 66. (4) Reactant: [N+:1]([C:4]1[CH:5]=[C:6]([OH:14])[CH:7]=[C:8]([C:10]([F:13])([F:12])[F:11])[CH:9]=1)([O-:3])=[O:2].O[CH:16]1[CH2:19][N:18]([C:20]([O:22][C:23]([CH3:26])([CH3:25])[CH3:24])=[O:21])[CH2:17]1.C1C=CC(P(C2C=CC=CC=2)C2C=CC=CC=2)=CC=1.N(C(OCC)=O)=NC(OCC)=O.C([O-])(O)=O.[Na+]. Product: [N+:1]([C:4]1[CH:5]=[C:6]([CH:7]=[C:8]([C:10]([F:11])([F:12])[F:13])[CH:9]=1)[O:14][CH:16]1[CH2:17][N:18]([C:20]([O:22][C:23]([CH3:26])([CH3:25])[CH3:24])=[O:21])[CH2:19]1)([O-:3])=[O:2]. The catalyst class is: 20.